From a dataset of Retrosynthesis with 50K atom-mapped reactions and 10 reaction types from USPTO. Predict the reactants needed to synthesize the given product. (1) Given the product Cc1ccc(C(NC(=O)Cc2ccc(OCc3cccnc3C)c(C)c2)c2ccccc2)c(C)c1, predict the reactants needed to synthesize it. The reactants are: Cc1ccc(C(NC(=O)Cc2ccc(O)c(C)c2)c2ccccc2)c(C)c1.Cc1ncccc1CCl. (2) Given the product Cc1nc(-c2cccc(C(F)(F)F)c2)nc(C)c1C(=O)N1CCC(N2CCC[C@H]2COC(=O)c2ccccc2)CC1, predict the reactants needed to synthesize it. The reactants are: Cc1nc(-c2cccc(C(F)(F)F)c2)nc(C)c1C(=O)O.O=C(OC[C@@H]1CCCN1C1CCNCC1)c1ccccc1. (3) Given the product CC(C)(C)OC(=O)N[C@H](C(=O)N1C[C@@H](F)C[C@H]1C#N)C(c1ccc(F)cc1)c1ccc(F)cc1, predict the reactants needed to synthesize it. The reactants are: CC(C)(C)OC(=O)N[C@H](C(=O)O)C(c1ccc(F)cc1)c1ccc(F)cc1.N#C[C@@H]1C[C@H](F)CN1. (4) Given the product Oc1cccc(C2CCCNC2)c1, predict the reactants needed to synthesize it. The reactants are: COc1cccc(C2CCCNC2)c1.